Dataset: Volume of distribution at steady state (VDss) regression data from Lombardo et al.. Task: Regression/Classification. Given a drug SMILES string, predict its absorption, distribution, metabolism, or excretion properties. Task type varies by dataset: regression for continuous measurements (e.g., permeability, clearance, half-life) or binary classification for categorical outcomes (e.g., BBB penetration, CYP inhibition). For this dataset (vdss_lombardo), we predict log10(VDss) (log10 of volume of distribution in L/kg). The molecule is Clc1ccc2nsnc2c1NC1=[NH+]CCN1. The log10(VDss) is 0.380.